The task is: Regression. Given two drug SMILES strings and cell line genomic features, predict the synergy score measuring deviation from expected non-interaction effect.. This data is from NCI-60 drug combinations with 297,098 pairs across 59 cell lines. Drug 1: CC1=C(C=C(C=C1)NC2=NC=CC(=N2)N(C)C3=CC4=NN(C(=C4C=C3)C)C)S(=O)(=O)N.Cl. Drug 2: CN(C)N=NC1=C(NC=N1)C(=O)N. Cell line: MOLT-4. Synergy scores: CSS=10.8, Synergy_ZIP=-4.21, Synergy_Bliss=-1.82, Synergy_Loewe=-0.419, Synergy_HSA=-0.103.